Predict the reactants needed to synthesize the given product. From a dataset of Full USPTO retrosynthesis dataset with 1.9M reactions from patents (1976-2016). (1) Given the product [Cl:1][C:2]1[N:7]=[C:6]([NH:13][C:12]2[C:14]([O:18][CH3:19])=[CH:15][CH:16]=[CH:17][C:11]=2[F:10])[C:5]([Cl:9])=[CH:4][N:3]=1, predict the reactants needed to synthesize it. The reactants are: [Cl:1][C:2]1[N:7]=[C:6](Cl)[C:5]([Cl:9])=[CH:4][N:3]=1.[F:10][C:11]1[CH:17]=[CH:16][CH:15]=[C:14]([O:18][CH3:19])[C:12]=1[NH2:13]. (2) The reactants are: ClC1C(C(O)=O)=CC(C)=C2C=1C=CN2.[CH3:15][O:16][C:17]1[CH:18]=[C:19]([C:27]([O:29]C)=[O:28])[C:20]([CH3:26])=[C:21]2[C:25]=1[NH:24][CH:23]=[CH:22]2. Given the product [CH3:15][O:16][C:17]1[CH:18]=[C:19]([C:27]([OH:29])=[O:28])[C:20]([CH3:26])=[C:21]2[C:25]=1[NH:24][CH:23]=[CH:22]2, predict the reactants needed to synthesize it. (3) Given the product [Cl:40][C:27]1[CH:26]=[C:25]([NH:24][C:23]2[N:22]=[CH:21][N:20]=[C:18]3[S:19][C:12]4[C:11]5[CH:10]=[N:9][N:8]([CH2:7][CH2:6][N:41]6[CH2:46][CH2:45][O:44][CH2:43][CH2:42]6)[C:16]=5[CH2:15][CH2:14][C:13]=4[C:17]=23)[CH:30]=[CH:29][C:28]=1[O:31][CH2:32][C:33]1[CH:38]=[CH:37][CH:36]=[C:35]([F:39])[CH:34]=1, predict the reactants needed to synthesize it. The reactants are: CS(O[CH2:6][CH2:7][N:8]1[C:16]2[CH2:15][CH2:14][C:13]3[C:17]4[C:23]([NH:24][C:25]5[CH:30]=[CH:29][C:28]([O:31][CH2:32][C:33]6[CH:38]=[CH:37][CH:36]=[C:35]([F:39])[CH:34]=6)=[C:27]([Cl:40])[CH:26]=5)=[N:22][CH:21]=[N:20][C:18]=4[S:19][C:12]=3[C:11]=2[CH:10]=[N:9]1)(=O)=O.[NH:41]1[CH2:46][CH2:45][O:44][CH2:43][CH2:42]1.C(N(C(C)C)CC)(C)C. (4) Given the product [F:1][C:2]1[CH:3]=[C:4]([C@@:15]([C:23]2[CH:28]=[CH:27][C:26]([F:29])=[CH:25][CH:24]=2)([NH2:30])[CH2:16][C:17]2[CH:22]=[CH:21][CH:20]=[CH:19][CH:18]=2)[CH:5]=[C:6]([O:8][C:9]([F:14])([F:13])[CH:10]([F:12])[F:11])[CH:7]=1, predict the reactants needed to synthesize it. The reactants are: [F:1][C:2]1[CH:3]=[C:4]([C@:15]([NH:30][S@@](C(C)(C)C)=O)([C:23]2[CH:28]=[CH:27][C:26]([F:29])=[CH:25][CH:24]=2)[CH2:16][C:17]2[CH:22]=[CH:21][CH:20]=[CH:19][CH:18]=2)[CH:5]=[C:6]([O:8][C:9]([F:14])([F:13])[CH:10]([F:12])[F:11])[CH:7]=1.CO. (5) Given the product [CH2:10]([O:12][P:13]([O-:17])[O-:14])[CH3:11].[CH2:1]([N+:5]1[CH:9]=[CH:8][N:7]([CH2:15][CH3:16])[CH:6]=1)[CH2:2][CH2:3][CH3:4].[CH2:1]([N+:5]1[CH:9]=[CH:8][N:7]([CH2:10][CH3:11])[CH:6]=1)[CH2:2][CH2:3][CH3:4], predict the reactants needed to synthesize it. The reactants are: [CH2:1]([N:5]1[CH:9]=[CH:8][N:7]=[CH:6]1)[CH2:2][CH2:3][CH3:4].[CH2:10]([O:12][P:13]([O-:17])[O:14][CH2:15][CH3:16])[CH3:11]. (6) Given the product [CH3:14][N:12]1[C:11]([C:15](=[O:16])[NH:17][C:18]2[N:19]=[C:20]([C:24](=[O:25])[NH:26][C:27]3[CH:28]=[C:29]([C:33](=[O:34])[NH:35][C:36]4[CH:37]=[C:38]([C:42](=[O:44])[NH:56][CH2:55][CH2:54][S:53][S:52][C:47]5[CH:48]=[CH:49][CH:50]=[CH:51][N:46]=5)[N:39]([CH3:41])[CH:40]=4)[N:30]([CH3:32])[CH:31]=3)[N:21]([CH3:23])[CH:22]=2)=[CH:10][C:9]([NH:8][C:6](=[O:7])[O:5][C:1]([CH3:2])([CH3:3])[CH3:4])=[CH:13]1, predict the reactants needed to synthesize it. The reactants are: [C:1]([O:5][C:6]([NH:8][C:9]1[CH:10]=[C:11]([C:15]([NH:17][C:18]2[N:19]=[C:20]([C:24]([NH:26][C:27]3[CH:28]=[C:29]([C:33]([NH:35][C:36]4[CH:37]=[C:38]([C:42]([OH:44])=O)[N:39]([CH3:41])[CH:40]=4)=[O:34])[N:30]([CH3:32])[CH:31]=3)=[O:25])[N:21]([CH3:23])[CH:22]=2)=[O:16])[N:12]([CH3:14])[CH:13]=1)=[O:7])([CH3:4])([CH3:3])[CH3:2].Cl.[N:46]1[CH:51]=[CH:50][CH:49]=[CH:48][C:47]=1[S:52][S:53][CH2:54][CH2:55][NH2:56].CCN(C(C)C)C(C)C.C(Cl)CCl. (7) Given the product [Cl:1][C:2]1[C:3]([N:12]([CH2:27][C:28]2[CH:33]=[CH:32][CH:31]=[CH:30][C:29]=2[O:34][C:35]([F:36])([F:37])[F:38])[S:13]([C:16]2[CH:25]=[CH:24][C:19]([C:20]([O:22][CH3:23])=[O:21])=[CH:18][CH:17]=2)(=[O:15])=[O:14])=[N:4][CH:5]=[C:6]([C:8]([F:11])([F:9])[F:10])[CH:7]=1, predict the reactants needed to synthesize it. The reactants are: [Cl:1][C:2]1[C:3]([NH:12][S:13]([C:16]2[CH:25]=[CH:24][C:19]([C:20]([O:22][CH3:23])=[O:21])=[CH:18][CH:17]=2)(=[O:15])=[O:14])=[N:4][CH:5]=[C:6]([C:8]([F:11])([F:10])[F:9])[CH:7]=1.Br[CH2:27][C:28]1[CH:33]=[CH:32][CH:31]=[CH:30][C:29]=1[O:34][C:35]([F:38])([F:37])[F:36].